Dataset: Reaction yield outcomes from USPTO patents with 853,638 reactions. Task: Predict the reaction yield, written as a fraction of the theoretical maximum amount of product (1.0 means a 100% yield; for example, 0.34 means a 34% yield). (1) The reactants are [CH3:1]OC(OC)N(C)C.[CH:9]([N:22]1[CH2:25][C:24]([NH:29][CH3:30])([C:26]([NH2:28])=[O:27])[CH2:23]1)([C:16]1[CH:21]=[CH:20][CH:19]=[CH:18][CH:17]=1)[C:10]1[CH:15]=[CH:14][CH:13]=[CH:12][CH:11]=1. No catalyst specified. The product is [CH:9]([N:22]1[CH2:25][C:24]2([C:26](=[O:27])[N:28]=[CH:30][N:29]2[CH3:1])[CH2:23]1)([C:10]1[CH:15]=[CH:14][CH:13]=[CH:12][CH:11]=1)[C:16]1[CH:21]=[CH:20][CH:19]=[CH:18][CH:17]=1. The yield is 0.960. (2) The reactants are [CH:1]([N:4]([CH:18]([CH3:20])[CH3:19])[C:5]([N:7]1[C:11]2[CH:12]=[C:13]([CH3:17])[C:14]([CH3:16])=[CH:15][C:10]=2[N:9]=[CH:8]1)=[O:6])([CH3:3])[CH3:2].[Li]CCCC.Cl[P:27]([C:35]1[CH:40]=[CH:39][CH:38]=[CH:37][C:36]=1[CH3:41])[C:28]1[CH:33]=[CH:32][CH:31]=[CH:30][C:29]=1[CH3:34]. No catalyst specified. The product is [C:29]1([CH3:34])[CH:30]=[CH:31][CH:32]=[CH:33][C:28]=1[P:27]([C:35]1[CH:40]=[CH:39][CH:38]=[CH:37][C:36]=1[CH3:41])[C:8]1[N:7]([C:5]([N:4]([CH:1]([CH3:3])[CH3:2])[CH:18]([CH3:20])[CH3:19])=[O:6])[C:11]2[CH:12]=[C:13]([CH3:17])[C:14]([CH3:16])=[CH:15][C:10]=2[N:9]=1. The yield is 0.770. (3) The reactants are [Br:1][C:2]1[C:3]([O:11][CH3:12])=[C:4]([C:7]([O:9]C)=[O:8])[S:5][CH:6]=1.[OH-].[K+]. The catalyst is CO.O. The product is [Br:1][C:2]1[C:3]([O:11][CH3:12])=[C:4]([C:7]([OH:9])=[O:8])[S:5][CH:6]=1. The yield is 0.940.